This data is from Reaction yield outcomes from USPTO patents with 853,638 reactions. The task is: Predict the reaction yield, written as a fraction of the theoretical maximum amount of product (1.0 means a 100% yield; for example, 0.34 means a 34% yield). (1) The reactants are [OH:1][CH2:2][C@@H:3]([NH:6][C:7](=[O:16])[O:8][CH2:9][C:10]1[CH:15]=[CH:14][CH:13]=[CH:12][CH:11]=1)[CH2:4][CH3:5].C(N(CC)CC)C.C(O)(=O)CC(CC(O)=O)(C(O)=O)O. The catalyst is CS(C)=O. The product is [CH:2]([C@@H:3]([NH:6][C:7](=[O:16])[O:8][CH2:9][C:10]1[CH:11]=[CH:12][CH:13]=[CH:14][CH:15]=1)[CH2:4][CH3:5])=[O:1]. The yield is 0.550. (2) The reactants are [CH2:1]([C:3]1[C:4]([C:13]([C:15]2[CH:20]=[C:19]([CH3:21])[CH:18]=[C:17]([CH2:22][OH:23])[CH:16]=2)=[O:14])=[N:5][C:6]([O:11][CH3:12])=[N:7][C:8]=1[O:9][CH3:10])[CH3:2]. The catalyst is ClCCl.[O-2].[O-2].[Mn+4]. The product is [CH2:1]([C:3]1[C:4]([C:13]([C:15]2[CH:16]=[C:17]([CH:18]=[C:19]([CH3:21])[CH:20]=2)[CH:22]=[O:23])=[O:14])=[N:5][C:6]([O:11][CH3:12])=[N:7][C:8]=1[O:9][CH3:10])[CH3:2]. The yield is 0.670. (3) The yield is 1.00. The reactants are [Cl:1][C:2]1[CH:7]=[CH:6][C:5]([C:8]2[CH:13]=[CH:12][N:11]([CH2:14][CH2:15][C@@:16]([CH3:24])([S:20]([CH3:23])(=[O:22])=[O:21])[C:17](O)=[O:18])[C:10](=[O:25])[CH:9]=2)=[C:4]([F:26])[C:3]=1[F:27].CN1CCOCC1.ClC1N=C(OC)N=C(OC)N=1.[O:46]1[CH2:51][CH2:50][CH2:49][CH2:48][CH:47]1[O:52][NH2:53]. No catalyst specified. The product is [Cl:1][C:2]1[CH:7]=[CH:6][C:5]([C:8]2[CH:13]=[CH:12][N:11]([CH2:14][CH2:15][C@@:16]([CH3:24])([S:20]([CH3:23])(=[O:21])=[O:22])[C:17]([NH:53][O:52][CH:47]3[CH2:48][CH2:49][CH2:50][CH2:51][O:46]3)=[O:18])[C:10](=[O:25])[CH:9]=2)=[C:4]([F:26])[C:3]=1[F:27]. (4) The reactants are [CH3:1][N:2]([CH3:33])[C:3]1([C:27]2[CH:32]=[CH:31][CH:30]=[CH:29][CH:28]=2)[CH2:8][CH2:7][C:6](=[CH:9][C:10]([NH:12][CH2:13][CH2:14][CH2:15][CH2:16][CH2:17][C:18]2[C:26]3[C:21](=[CH:22][CH:23]=[CH:24][CH:25]=3)[NH:20][CH:19]=2)=[O:11])[CH2:5][CH2:4]1.[Cl:34][Si](C)(C)C. The catalyst is CC(CC)=O. The product is [ClH:34].[CH3:33][N:2]([CH3:1])[C:3]1([C:27]2[CH:28]=[CH:29][CH:30]=[CH:31][CH:32]=2)[CH2:4][CH2:5][C:6](=[CH:9][C:10]([NH:12][CH2:13][CH2:14][CH2:15][CH2:16][CH2:17][C:18]2[C:26]3[C:21](=[CH:22][CH:23]=[CH:24][CH:25]=3)[NH:20][CH:19]=2)=[O:11])[CH2:7][CH2:8]1. The yield is 0.710.